Dataset: Reaction yield outcomes from USPTO patents with 853,638 reactions. Task: Predict the reaction yield, written as a fraction of the theoretical maximum amount of product (1.0 means a 100% yield; for example, 0.34 means a 34% yield). (1) The reactants are Br[C:2]1[CH:7]=[C:6]([CH3:8])[CH:5]=[C:4]([O:9][CH3:10])[CH:3]=1.[Li]CCCC.[B:16](OC)([O:19]C)[O:17]C.Cl. The catalyst is C1COCC1. The product is [CH3:10][O:9][C:4]1[CH:3]=[C:2]([B:16]([OH:19])[OH:17])[CH:7]=[C:6]([CH3:8])[CH:5]=1. The yield is 0.790. (2) The reactants are [C:1](=[NH:25])([O:3][CH2:4][CH2:5][C:6]1[CH:11]=[CH:10][C:9]([O:12][C:13]2[CH:18]=[CH:17][C:16]([Cl:19])=[C:15]([O:20][C:21]([F:24])([F:23])[F:22])[CH:14]=2)=[CH:8][CH:7]=1)[NH2:2].[OH:26]/[CH:27]=[C:28](/[CH2:33][C:34]1[CH:35]=[N:36][CH:37]=[N:38][CH:39]=1)\[C:29](OC)=O.C([O-])([O-])=O.[Cs+].[Cs+]. The catalyst is O1CCOCC1. The product is [Cl:19][C:16]1[CH:17]=[CH:18][C:13]([O:12][C:9]2[CH:8]=[CH:7][C:6]([CH2:5][CH2:4][O:3][C:1]3[NH:2][CH:29]=[C:28]([CH2:33][C:34]4[CH:39]=[N:38][CH:37]=[N:36][CH:35]=4)[C:27](=[O:26])[N:25]=3)=[CH:11][CH:10]=2)=[CH:14][C:15]=1[O:20][C:21]([F:24])([F:22])[F:23]. The yield is 0.433.